From a dataset of Forward reaction prediction with 1.9M reactions from USPTO patents (1976-2016). Predict the product of the given reaction. (1) Given the reactants Br[C:2]1[O:6][C:5]([CH:7]=O)=[CH:4][CH:3]=1.C[C:10]1([CH3:23])[C:15]([CH3:17])(C)[CH:14]=[N:13][C:12](B2OCCO2)=[CH:11]1.[C:24](=[O:27])([O-])[O-].[K+].[K+].CN(C)[CH:32]=[O:33], predict the reaction product. The product is: [CH2:10]([C:15]1[CH:17]=[C:7]([C:5]2[O:6][C:2]([CH:24]=[O:27])=[CH:3][CH:4]=2)[C:12]([CH3:11])=[N:13][C:14]=1[O:33][CH3:32])[CH3:23]. (2) Given the reactants [Br:1][C:2]1[C:3](Cl)=[N:4][C:5]([Cl:8])=[N:6][CH:7]=1.[CH2:10]([NH2:14])[CH:11]([CH3:13])[CH3:12].CCCCCC, predict the reaction product. The product is: [Br:1][C:2]1[C:3]([NH:14][CH2:10][CH:11]([CH3:13])[CH3:12])=[N:4][C:5]([Cl:8])=[N:6][CH:7]=1. (3) Given the reactants Br[C:2]1[CH:3]=[CH:4][C:5]2[N:6]([C:8]([C:11]3[CH:16]=[CH:15][CH:14]=[CH:13][C:12]=3[O:17][CH3:18])=[N:9][N:10]=2)[CH:7]=1.[CH3:19][O:20][C:21]1[CH:26]=[CH:25][C:24](B(O)O)=[CH:23][CH:22]=1.C(=O)([O-])[O-].[Cs+].[Cs+].O1CCOCC1, predict the reaction product. The product is: [CH3:18][O:17][C:12]1[CH:13]=[CH:14][CH:15]=[CH:16][C:11]=1[C:8]1[N:6]2[CH:7]=[C:2]([C:24]3[CH:25]=[CH:26][C:21]([O:20][CH3:19])=[CH:22][CH:23]=3)[CH:3]=[CH:4][C:5]2=[N:10][N:9]=1.